This data is from Peptide-MHC class II binding affinity with 134,281 pairs from IEDB. The task is: Regression. Given a peptide amino acid sequence and an MHC pseudo amino acid sequence, predict their binding affinity value. This is MHC class II binding data. (1) The peptide sequence is WEVKSSKPLVGPFNF. The MHC is DRB4_0101 with pseudo-sequence DRB4_0103. The binding affinity (normalized) is 0.380. (2) The binding affinity (normalized) is 0.553. The MHC is HLA-DQA10501-DQB10301 with pseudo-sequence HLA-DQA10501-DQB10301. The peptide sequence is YNNNEAFKVENGSAA. (3) The binding affinity (normalized) is 0.151. The peptide sequence is GELQIVDKIDAAFMI. The MHC is DRB3_0202 with pseudo-sequence DRB3_0202. (4) The peptide sequence is TMLLGMLMICSAA. The MHC is DRB1_0301 with pseudo-sequence DRB1_0301. The binding affinity (normalized) is 0.0275. (5) The peptide sequence is LLMRRMRRPTGKVTL. The MHC is HLA-DQA10601-DQB10402 with pseudo-sequence HLA-DQA10601-DQB10402. The binding affinity (normalized) is 0. (6) The peptide sequence is YAHAAHAAHAAHAAHAA. The MHC is H-2-IAk with pseudo-sequence H-2-IAk. The binding affinity (normalized) is 0.488. (7) The peptide sequence is CVDAKMTEEDKENALSL. The MHC is HLA-DQA10101-DQB10501 with pseudo-sequence HLA-DQA10101-DQB10501. The binding affinity (normalized) is 0.0918.